Task: Predict the reaction yield, written as a fraction of the theoretical maximum amount of product (1.0 means a 100% yield; for example, 0.34 means a 34% yield).. Dataset: Reaction yield outcomes from USPTO patents with 853,638 reactions (1) The reactants are [OH:1][C:2]1[C:11]2[C:6](=[CH:7][CH:8]=[CH:9][CH:10]=2)[N:5]([NH:12][CH2:13][CH:14]([CH3:16])[CH3:15])[C:4](=[O:17])[C:3]=1[C:18]1[NH:23][C:22]2[CH:24]=[CH:25][C:26]([OH:28])=[CH:27][C:21]=2[S:20](=[O:30])(=[O:29])[N:19]=1.C(=O)([O-])[O-].[Cs+].[Cs+].Br[C:38]1[C:43]([N+:44]([O-:46])=[O:45])=[CH:42][CH:41]=[CH:40][N:39]=1. The catalyst is CS(C)=O. The product is [OH:1][C:2]1[C:11]2[C:6](=[CH:7][CH:8]=[CH:9][CH:10]=2)[N:5]([NH:12][CH2:13][CH:14]([CH3:15])[CH3:16])[C:4](=[O:17])[C:3]=1[C:18]1[NH:23][C:22]2[CH:24]=[CH:25][C:26]([O:28][C:38]3[C:43]([N+:44]([O-:46])=[O:45])=[CH:42][CH:41]=[CH:40][N:39]=3)=[CH:27][C:21]=2[S:20](=[O:29])(=[O:30])[N:19]=1. The yield is 0.680. (2) The reactants are Cl.[CH2:2]([O:4][C:5](=[O:9])[C@H:6]([CH3:8])[NH2:7])[CH3:3].[CH:10](=O)[C:11]1[CH:16]=[CH:15][CH:14]=[CH:13][CH:12]=1.C(N(CC)CC)C. The catalyst is C(Cl)Cl. The product is [C:11]1([CH:10]=[N:7][CH:6]([CH3:8])[C:5]([O:4][CH2:2][CH3:3])=[O:9])[CH:16]=[CH:15][CH:14]=[CH:13][CH:12]=1. The yield is 0.922.